From a dataset of Reaction yield outcomes from USPTO patents with 853,638 reactions. Predict the reaction yield, written as a fraction of the theoretical maximum amount of product (1.0 means a 100% yield; for example, 0.34 means a 34% yield). (1) The reactants are [CH3:1][O:2][C:3]1[CH:14]=[CH:13][C:6]([CH2:7][N:8]2[CH2:12][CH:11]=[CH:10][CH2:9]2)=[CH:5][CH:4]=1.O.[OH:16]S(O)(=O)=O.ClC1C=C(C=CC=1)C(OO)=O. The catalyst is CO.C(OCC)(=O)C.CCCCCC.C(OCC)(=O)C. The product is [CH3:1][O:2][C:3]1[CH:4]=[CH:5][C:6]([CH2:7][N:8]2[CH2:12][CH:11]3[CH:10]([O:16]3)[CH2:9]2)=[CH:13][CH:14]=1. The yield is 0.590. (2) The reactants are Cl.[CH:2]([C:4]1[CH:13]=[CH:12][C:7]([C:8]([O:10][CH3:11])=[O:9])=[CH:6][CH:5]=1)=[O:3].[CH3:14][C:15](=[N:19][OH:20])[C:16](=O)[CH3:17]. The catalyst is CC(O)=O.CCOCC. The yield is 0.970. The product is [CH3:14][C:15]1[N+:19]([O-:20])=[C:2]([C:4]2[CH:13]=[CH:12][C:7]([C:8]([O:10][CH3:11])=[O:9])=[CH:6][CH:5]=2)[O:3][C:16]=1[CH3:17].